This data is from Full USPTO retrosynthesis dataset with 1.9M reactions from patents (1976-2016). The task is: Predict the reactants needed to synthesize the given product. (1) Given the product [CH3:25][O:26][C:27]1[CH:28]=[C:29]([CH2:30][CH2:31][NH:32][C:16]([C:14]2[CH:13]=[CH:12][C:11]3[N:7]([CH:1]4[CH2:2][CH2:3][CH2:4][CH2:5][CH2:6]4)[C:8]([C:19]4[CH:24]=[CH:23][CH:22]=[CH:21][N:20]=4)=[N:9][C:10]=3[CH:15]=2)=[O:18])[CH:33]=[CH:34][C:35]=1[O:36][CH3:37], predict the reactants needed to synthesize it. The reactants are: [CH:1]1([N:7]2[C:11]3[CH:12]=[CH:13][C:14]([C:16]([OH:18])=O)=[CH:15][C:10]=3[N:9]=[C:8]2[C:19]2[CH:24]=[CH:23][CH:22]=[CH:21][N:20]=2)[CH2:6][CH2:5][CH2:4][CH2:3][CH2:2]1.[CH3:25][O:26][C:27]1[CH:28]=[C:29]([CH:33]=[CH:34][C:35]=1[O:36][CH3:37])[CH2:30][CH2:31][NH2:32].CN(C(ON1N=NC2C=CC=CC1=2)=[N+](C)C)C.[B-](F)(F)(F)F.CCN(C(C)C)C(C)C.[OH-].[Na+]. (2) Given the product [CH:19]1([C:13]2[N:8]3[CH:9]4[CH2:10][CH:11]([C:5]5[CH:4]=[C:3]([F:23])[C:2]([C:29]#[C:28][C:27]([OH:30])([CH3:31])[CH2:26][O:25][CH3:24])=[CH:22][C:6]=5[C:7]3=[N:15][C:14]=2[C:16]([NH2:18])=[O:17])[CH2:12]4)[CH2:20][CH2:21]1, predict the reactants needed to synthesize it. The reactants are: Br[C:2]1[C:3]([F:23])=[CH:4][C:5]2[CH:11]3[CH2:12][CH:9]([CH2:10]3)[N:8]3[C:13]([CH:19]4[CH2:21][CH2:20]4)=[C:14]([C:16]([NH2:18])=[O:17])[N:15]=[C:7]3[C:6]=2[CH:22]=1.[CH3:24][O:25][CH2:26][C:27]([CH3:31])([OH:30])[C:28]#[CH:29].